This data is from Forward reaction prediction with 1.9M reactions from USPTO patents (1976-2016). The task is: Predict the product of the given reaction. (1) Given the reactants [CH3:1][C@H:2]1[C@H:28]([CH3:29])[C@@H:27]2[C@@:5]([C:31]([OH:33])=[O:32])([CH2:6][CH2:7][C@@:8]3([CH3:30])[C@:13]4([CH3:26])[CH2:14][CH2:15][C@H:16]5[C:21]([CH3:23])([CH3:22])[C@@H:20]([OH:24])[CH2:19][CH2:18][C@:17]5([CH3:25])[C@H:12]4[CH2:11][CH:10]=[C:9]32)[CH2:4][CH2:3]1.C(N(CC)CC)C.[CH2:41](Cl)[C:42]1[CH:47]=[CH:46][CH:45]=[CH:44][CH:43]=1, predict the reaction product. The product is: [CH3:1][C@H:2]1[C@H:28]([CH3:29])[C@@H:27]2[C@@:5]([C:31]([O:33][CH2:41][C:42]3[CH:47]=[CH:46][CH:45]=[CH:44][CH:43]=3)=[O:32])([CH2:6][CH2:7][C@@:8]3([CH3:30])[C@:13]4([CH3:26])[CH2:14][CH2:15][C@H:16]5[C:21]([CH3:23])([CH3:22])[C@@H:20]([OH:24])[CH2:19][CH2:18][C@:17]5([CH3:25])[C@H:12]4[CH2:11][CH:10]=[C:9]32)[CH2:4][CH2:3]1. (2) Given the reactants [CH:1]1([NH:7][C:8]2[C:13]([C:14]3[N:15]=[N:16][NH:17][N:18]=3)=[CH:12][N:11]=[C:10]([NH:19][C:20]3[CH:25]=[CH:24][C:23]([S:26]([CH3:34])(=[N:28]C(OCC)=O)=[O:27])=[CH:22][CH:21]=3)[N:9]=2)[CH2:6][CH2:5][CH2:4][CH2:3][CH2:2]1.C([O-])C.[Na+].[Na+].[Cl-], predict the reaction product. The product is: [CH:1]1([NH:7][C:8]2[C:13]([C:14]3[N:18]=[N:17][NH:16][N:15]=3)=[CH:12][N:11]=[C:10]([NH:19][C:20]3[CH:21]=[CH:22][C:23]([S:26]([CH3:34])(=[NH:28])=[O:27])=[CH:24][CH:25]=3)[N:9]=2)[CH2:2][CH2:3][CH2:4][CH2:5][CH2:6]1. (3) Given the reactants C([O:7][C:8]1[CH:13]=[C:12]([CH2:14][CH2:15]OS(C)(=O)=O)[O:11][C:10](=[O:21])[C:9]=1[C:22]1[C:27]([CH3:28])=[CH:26][C:25]([CH3:29])=[CH:24][C:23]=1[CH3:30])(=O)C(C)(C)C.[Cl:31][C:32]1[CH:37]=[CH:36][C:35]([SH:38])=[CH:34][CH:33]=1.C([O-])([O-])=O.[K+].[K+].Cl, predict the reaction product. The product is: [Cl:31][C:32]1[CH:37]=[CH:36][C:35]([S:38][CH2:15][CH2:14][C:12]2[O:11][C:10](=[O:21])[C:9]([C:22]3[C:27]([CH3:28])=[CH:26][C:25]([CH3:29])=[CH:24][C:23]=3[CH3:30])=[C:8]([OH:7])[CH:13]=2)=[CH:34][CH:33]=1.